From a dataset of Catalyst prediction with 721,799 reactions and 888 catalyst types from USPTO. Predict which catalyst facilitates the given reaction. (1) Reactant: [C:1]([C:3]1[CH:34]=[CH:33][C:6]2[NH:7][C:8]([C:10]([C:21]3[C:29]([O:30][CH3:31])=[CH:28][C:27]([CH3:32])=[C:26]4[C:22]=3[CH:23]=[CH:24][NH:25]4)([O:15][CH2:16][C:17]([O:19][CH3:20])=[O:18])[C:11]([F:14])([F:13])[F:12])=[N:9][C:5]=2[CH:4]=1)#[N:2].[C:35](Cl)(=O)C.C(=O)(O)[O-].[Na+]. Product: [C:1]([C:3]1[CH:34]=[CH:33][C:6]2[NH:7][C:8]([C:10]([C:21]3[C:29]([O:30][CH3:31])=[CH:28][C:27]([CH3:32])=[C:26]4[C:22]=3[CH:23]=[CH:24][NH:25]4)([O:15][CH2:16][C:17]([O:19][CH2:20][CH3:35])=[O:18])[C:11]([F:12])([F:13])[F:14])=[N:9][C:5]=2[CH:4]=1)#[N:2]. The catalyst class is: 8. (2) Reactant: [Cl:1][C:2]1[C:7]2[N:8]=[CH:9][NH:10][C:6]=2[CH:5]=[CH:4][N:3]=1.Br[CH2:12][C:13]#[C:14][CH3:15].C(=O)([O-])[O-].[K+].[K+]. Product: [CH2:12]([N:8]1[C:7]2[C:2]([Cl:1])=[N:3][CH:4]=[CH:5][C:6]=2[N:10]=[CH:9]1)[C:13]#[C:14][CH3:15]. The catalyst class is: 42. (3) Reactant: [Cl:1][C:2]1[CH:3]=[C:4]([C@H:8]2[C@@H:12]([C:13]3[CH:18]=[CH:17][CH:16]=[C:15]([Cl:19])[CH:14]=3)[NH:11][C:10](=[S:20])[NH:9]2)[CH:5]=[CH:6][CH:7]=1.[CH3:21][I:22]. Product: [IH:22].[Cl:19][C:15]1[CH:14]=[C:13]([C@H:12]2[C@@H:8]([C:4]3[CH:5]=[CH:6][CH:7]=[C:2]([Cl:1])[CH:3]=3)[NH:9][C:10]([S:20][CH3:21])=[N:11]2)[CH:18]=[CH:17][CH:16]=1. The catalyst class is: 14. (4) Reactant: [CH3:1][C:2]1[N:7]=[C:6]([SH:8])[N:5]=[C:4]([OH:9])[CH:3]=1.C(=O)([O-])[O-].[K+].[K+].Br[CH2:17][C:18]1[CH:23]=[CH:22][N:21]=[CH:20][C:19]=1[CH2:24][CH3:25]. Product: [CH2:24]([C:19]1[CH:20]=[N:21][CH:22]=[CH:23][C:18]=1[CH2:17][S:8][C:6]1[N:5]=[C:4]([OH:9])[CH:3]=[C:2]([CH3:1])[N:7]=1)[CH3:25]. The catalyst class is: 3.